This data is from Full USPTO retrosynthesis dataset with 1.9M reactions from patents (1976-2016). The task is: Predict the reactants needed to synthesize the given product. (1) Given the product [CH3:33][CH:32]([C:31]1[N:35]=[C:26]([CH:12]2[CH2:13][CH:14]([C:16]3[CH:21]=[CH:20][C:19]([C:22]([F:24])([F:25])[F:23])=[CH:18][CH:17]=3)[CH2:15][N:10]([C:8]([N:4]3[CH2:5][CH2:6][NH:7][C:2](=[O:1])[CH2:3]3)=[O:9])[CH2:11]2)[O:27][N:30]=1)[CH3:34], predict the reactants needed to synthesize it. The reactants are: [O:1]=[C:2]1[NH:7][CH2:6][CH2:5][N:4]([C:8]([N:10]2[CH2:15][CH:14]([C:16]3[CH:21]=[CH:20][C:19]([C:22]([F:25])([F:24])[F:23])=[CH:18][CH:17]=3)[CH2:13][CH:12]([C:26](O)=[O:27])[CH2:11]2)=[O:9])[CH2:3]1.O[NH:30][C:31](=[NH:35])[CH:32]([CH3:34])[CH3:33]. (2) The reactants are: [C:1]([O:5][C:6]([N:8]1[CH:21]([C:22](O)=[O:23])[CH2:20][C:19]2[CH:18]=[C:17]3[C:12]([O:13][C@@H:14]([C:27]4[CH:32]=[CH:31][C:30]([O:33][CH2:34][C:35]5[CH:40]=[CH:39][C:38]([Cl:41])=[C:37]([Cl:42])[CH:36]=5)=[CH:29][CH:28]=4)[C:15](=[O:26])[N:16]3[CH3:25])=[CH:11][C:10]=2[CH2:9]1)=[O:7])([CH3:4])([CH3:3])[CH3:2].Cl.[CH3:44][O:45][C:46](=[O:64])[C@@H:47]([NH2:63])[CH2:48][C:49]1[CH:54]=[CH:53][C:52]([C:55]2[CH:60]=[CH:59][C:58]([C:61]#[N:62])=[CH:57][CH:56]=2)=[CH:51][CH:50]=1. Given the product [C:1]([O:5][C:6]([N:8]1[CH:21]([C:22](=[O:23])[NH:63][C@H:47]([C:46]([O:45][CH3:44])=[O:64])[CH2:48][C:49]2[CH:50]=[CH:51][C:52]([C:55]3[CH:60]=[CH:59][C:58]([C:61]#[N:62])=[CH:57][CH:56]=3)=[CH:53][CH:54]=2)[CH2:20][C:19]2[CH:18]=[C:17]3[C:12]([O:13][C@@H:14]([C:27]4[CH:32]=[CH:31][C:30]([O:33][CH2:34][C:35]5[CH:40]=[CH:39][C:38]([Cl:41])=[C:37]([Cl:42])[CH:36]=5)=[CH:29][CH:28]=4)[C:15](=[O:26])[N:16]3[CH3:25])=[CH:11][C:10]=2[CH2:9]1)=[O:7])([CH3:3])([CH3:2])[CH3:4], predict the reactants needed to synthesize it. (3) The reactants are: [Br:1][C:2]1[CH:3]=[C:4]([C:8]([OH:10])=O)[S:5][C:6]=1[CH3:7].C([N:14]([CH:17]([CH3:19])[CH3:18])CC)(C)C.C1(N)CC1. Given the product [Br:1][C:2]1[CH:3]=[C:4]([C:8]([NH:14][CH:17]2[CH2:19][CH2:18]2)=[O:10])[S:5][C:6]=1[CH3:7], predict the reactants needed to synthesize it. (4) Given the product [Cl:1][C:2]1[CH:3]=[CH:4][C:5]2[O:9][C:8]([CH:10]([OH:11])[CH2:14][CH:15]([CH3:17])[CH3:16])=[C:7]([CH3:12])[C:6]=2[CH:13]=1, predict the reactants needed to synthesize it. The reactants are: [Cl:1][C:2]1[CH:3]=[CH:4][C:5]2[O:9][C:8]([CH:10]=[O:11])=[C:7]([CH3:12])[C:6]=2[CH:13]=1.[CH2:14]([Mg]Br)[CH:15]([CH3:17])[CH3:16].[Cl-].[NH4+]. (5) Given the product [CH2:1]([CH:3]1[CH2:4][O:5][C:6]2[CH:12]=[CH:11][C:10]([C:14]#[N:15])=[CH:9][C:7]=2[O:8]1)[CH3:2], predict the reactants needed to synthesize it. The reactants are: [CH2:1]([CH:3]1[O:8][C:7]2[CH:9]=[C:10](I)[CH:11]=[CH:12][C:6]=2[O:5][CH2:4]1)[CH3:2].[CH3:14][N:15](C=O)C. (6) Given the product [CH2:1]([O:8][C:9]([N:11]1[CH2:16][CH2:15][CH:14]([NH:17][C:18]([O:20][C:21]([CH3:22])([CH3:24])[CH3:23])=[O:19])[CH:13]([O:25][CH3:29])[CH2:12]1)=[O:10])[C:2]1[CH:3]=[CH:4][CH:5]=[CH:6][CH:7]=1, predict the reactants needed to synthesize it. The reactants are: [CH2:1]([O:8][C:9]([N:11]1[CH2:16][CH2:15][CH:14]([NH:17][C:18]([O:20][C:21]([CH3:24])([CH3:23])[CH3:22])=[O:19])[CH:13]([OH:25])[CH2:12]1)=[O:10])[C:2]1[CH:7]=[CH:6][CH:5]=[CH:4][CH:3]=1.[H-].[Na+].I[CH3:29]. (7) Given the product [NH2:1][C:2]1[N:7]=[CH:6][N:5]=[C:4]2[N:8]([CH:24]3[CH2:29][CH2:28][CH2:27][N:26]([C:30](=[O:34])[CH:31]=[CH2:32])[CH2:25]3)[N:9]=[C:10]([C:11]3[CH:16]=[CH:15][C:14]([O:17][C:18]4[CH:19]=[CH:20][CH:21]=[CH:22][CH:23]=4)=[CH:13][CH:12]=3)[C:3]=12, predict the reactants needed to synthesize it. The reactants are: [NH2:1][C:2]1[N:7]=[CH:6][N:5]=[C:4]2[N:8]([CH:24]3[CH2:29][CH2:28][CH2:27][N:26]([C:30](=[O:34])/[CH:31]=[CH:32]/C)[CH2:25]3)[N:9]=[C:10]([C:11]3[CH:16]=[CH:15][C:14]([O:17][C:18]4[CH:23]=[CH:22][CH:21]=[CH:20][CH:19]=4)=[CH:13][CH:12]=3)[C:3]=12.NC1N=CN=C2N(C3CCCN(S(C=C)(=O)=O)C3)N=C(C3C=CC(OC4C=CC=CC=4)=CC=3)C=12.NC1N=CN=C2N(C3CCCN(C(=O)C#C)C3)N=C(C3C=CC(OC4C=CC=CC=4)=CC=3)C=12.NC1N=CN=C2N(C3CCN(C(=O)C=C)CC3)N=C(C3C=CC(OC4C=CC=CC=4)=CC=3)C=12.NC1N=CN=C2N([C@@H]3CCN(C(=O)C=C)C3)N=C(C3C=CC(OC4C=CC=CC=4)=CC=3)C=12.NC1N=CN=C2N([C@H]3CCN(C(=O)C=C)C3)N=C(C3C=CC(OC4C=CC=CC=4)=CC=3)C=12.C(=O)C=C.NC1N=CN=C2N(C3CCCN(C(=O)/C=C/CN(C)C)C3)N=C(C3C=CC(OC4C=CC=CC=4)=CC=3)C=12.